Dataset: Forward reaction prediction with 1.9M reactions from USPTO patents (1976-2016). Task: Predict the product of the given reaction. Given the reactants [Cl:1][C:2]1[CH:7]=[CH:6][CH:5]=[C:4]([F:8])[C:3]=1[C:9]1[C:13]([C:14]([O:16][CH3:17])=[O:15])=[C:12]([C:18]([CH:23]=O)=[CH:19]N(C)C)[O:11][N:10]=1.Cl.[F:26][C:27]1[CH:32]=[CH:31][CH:30]=[CH:29][C:28]=1[NH:33][NH2:34], predict the reaction product. The product is: [Cl:1][C:2]1[CH:7]=[CH:6][CH:5]=[C:4]([F:8])[C:3]=1[C:9]1[C:13]([C:14]([O:16][CH3:17])=[O:15])=[C:12]([C:18]2[CH:19]=[N:34][N:33]([C:28]3[CH:29]=[CH:30][CH:31]=[CH:32][C:27]=3[F:26])[CH:23]=2)[O:11][N:10]=1.